From a dataset of Peptide-MHC class II binding affinity with 134,281 pairs from IEDB. Regression. Given a peptide amino acid sequence and an MHC pseudo amino acid sequence, predict their binding affinity value. This is MHC class II binding data. The peptide sequence is LPPIVAKEIVASCDKC. The MHC is HLA-DQA10301-DQB10302 with pseudo-sequence HLA-DQA10301-DQB10302. The binding affinity (normalized) is 0.0375.